This data is from Retrosynthesis with 50K atom-mapped reactions and 10 reaction types from USPTO. The task is: Predict the reactants needed to synthesize the given product. (1) Given the product O=C(O)Cc1c[nH]c(=S)n1[C@H]1COc2c(F)cc(F)cc2C1, predict the reactants needed to synthesize it. The reactants are: CCOC(=O)Cc1c[nH]c(=S)n1[C@H]1COc2c(F)cc(F)cc2C1. (2) Given the product ClCCCCCOc1ccc(C(=C(Cl)c2ccccc2)c2ccccc2)cc1, predict the reactants needed to synthesize it. The reactants are: ClCCCCCBr.Oc1ccc(C(=C(Cl)c2ccccc2)c2ccccc2)cc1.